From a dataset of Experimentally validated miRNA-target interactions with 360,000+ pairs, plus equal number of negative samples. Binary Classification. Given a miRNA mature sequence and a target amino acid sequence, predict their likelihood of interaction. (1) The miRNA is rno-miR-335 with sequence UCAAGAGCAAUAACGAAAAAUGU. The protein sequence of the target gene is MAAAAQLSLTQLSSGNPVYEKYYRQVEAGNTGRVLALDAAAFLKKSGLPDLILGKIWDLADTDGKGVLSKQEFFVALRLVACAQNGLEVSLSSLSLAVPPPRFHDSSSPLLTSGPSVAELPWAVKSEDKAKYDAIFDSLSPVDGFLSGDKVKPVLLNSKLPVEILGRVWELSDIDHDGKLDRDEFAVAMFLVYCALEKEPVPMSLPPALVPPSKRKTWVVSPAEKAKYDEIFLKTDKDMDGYVSGLEVRETFLKTGLPSALLAHIWSLCDTKGCGKLSKDQFALAFHLINQKLIKGIDPP.... Result: 0 (no interaction). (2) The miRNA is hsa-miR-6834-5p with sequence GUGAGGGACUGGGAUUUGUGG. The protein sequence of the target gene is MAAPALSWRLPLLILLLPLATSWASAAVNGTSQFTCFYNSRANISCVWSQDGALQDTSCQVHAWPDRRRWNQTCELLPVSQASWACNLILGAPDSQKLTTVDIVTLRVLCREGVRWRVMAIQDFKPFENLRLMAPISLQVVHVETHRCNISWEISQASHYFERHLEFEARTLSPGHTWEEAPLLTLKQKQEWICLETLTPDTQYEFQVRVKPLQGEFTTWSPWSQPLAFRTKPAALGKDTIPWLGHLLVGLSGAFGFIILVYLLINCRNTGPWLKKVLKCNTPDPSKFFSQLSSEHGGDV.... Result: 1 (interaction). (3) The miRNA is hsa-miR-1182 with sequence GAGGGUCUUGGGAGGGAUGUGAC. The protein sequence of the target gene is METWRCVRRGYGRCVAGRGRYSMFPYPLKSLGRDWTTPWEDLQKYCWRRHISSCLRWPGHYSRAPYPYFSSRHFSLNCRPPFLFESGTQFQYYNWRSDHLSNASLIHLSRHVMTSDRDEPLSKRRKHQGTIKRNWEYLCSHNKENTKDLEDRNVDSTCEDREDKFDFSVMSYNILSQDLLEDNSHLYRHCRRPVLHWSFRFPNILKEIKHFDADVLCLQEVQEDHYGTEIRPSLESLGYHCEYKMKTGRKPDGCAICFKHSRFSLLSVNPVEFCRRDIPLLDRDNIGLVLLLQPKIPRAA.... Result: 0 (no interaction).